Dataset: Full USPTO retrosynthesis dataset with 1.9M reactions from patents (1976-2016). Task: Predict the reactants needed to synthesize the given product. (1) Given the product [Cl:19][C:20]1[CH:21]=[C:22]([NH:27][C:28]2[C:29]3[C:36](=[CH:15][C:12]4[NH:11][C:8]5[CH2:9][CH2:10][N:5]([CH2:4][CH2:3][N:2]([CH3:18])[CH3:1])[C:6](=[O:17])[C:7]=5[C:13]=4[CH3:14])[C:35](=[O:37])[NH:34][C:30]=3[N:31]=[CH:32][N:33]=2)[CH:23]=[CH:24][C:25]=1[F:26], predict the reactants needed to synthesize it. The reactants are: [CH3:1][N:2]([CH3:18])[CH2:3][CH2:4][N:5]1[CH2:10][CH2:9][C:8]2[NH:11][C:12]([CH:15]=O)=[C:13]([CH3:14])[C:7]=2[C:6]1=[O:17].[Cl:19][C:20]1[CH:21]=[C:22]([NH:27][C:28]2[C:29]3[CH2:36][C:35](=[O:37])[NH:34][C:30]=3[N:31]=[CH:32][N:33]=2)[CH:23]=[CH:24][C:25]=1[F:26]. (2) Given the product [CH2:22]([O:24][C:25]([C:26]1[S:27][C:2]2[C:6]([Br:7])=[CH:5][S:4][C:3]=2[C:8]=1[CH2:9][CH2:10][CH2:11][CH2:12][CH2:13][CH3:14])=[O:28])[CH3:23], predict the reactants needed to synthesize it. The reactants are: Br[C:2]1[C:6]([Br:7])=[CH:5][S:4][C:3]=1[C:8](=O)[CH2:9][CH2:10][CH2:11][CH2:12][CH2:13][CH3:14].C(=O)([O-])[O-].[K+].[K+].[CH2:22]([O:24][C:25](=[O:28])[CH2:26][SH:27])[CH3:23].